From a dataset of Peptide-MHC class I binding affinity with 185,985 pairs from IEDB/IMGT. Regression. Given a peptide amino acid sequence and an MHC pseudo amino acid sequence, predict their binding affinity value. This is MHC class I binding data. (1) The peptide sequence is RRGWEVLKY. The MHC is HLA-A03:01 with pseudo-sequence HLA-A03:01. The binding affinity (normalized) is 0.0457. (2) The peptide sequence is GVNNLPYNWK. The MHC is HLA-A31:01 with pseudo-sequence HLA-A31:01. The binding affinity (normalized) is 0.279. (3) The peptide sequence is MKYVWPPIM. The MHC is HLA-A02:16 with pseudo-sequence HLA-A02:16. The binding affinity (normalized) is 0.0847. (4) The binding affinity (normalized) is 1.00. The peptide sequence is TTVNTLSER. The MHC is HLA-A68:01 with pseudo-sequence HLA-A68:01. (5) The peptide sequence is LPYPDPSRIL. The MHC is HLA-B07:02 with pseudo-sequence HLA-B07:02. The binding affinity (normalized) is 0.239. (6) The peptide sequence is VQPPQLTLQV. The MHC is HLA-B51:01 with pseudo-sequence HLA-B51:01. The binding affinity (normalized) is 0.0753. (7) The peptide sequence is IITPIVFYR. The MHC is HLA-A11:01 with pseudo-sequence HLA-A11:01. The binding affinity (normalized) is 0.485.